Task: Predict the product of the given reaction.. Dataset: Forward reaction prediction with 1.9M reactions from USPTO patents (1976-2016) Given the reactants Cl[C:2]1[C:11]2[C:6](=[CH:7][CH:8]=[C:9]([N:12]3[CH2:16][CH2:15][CH:14]([OH:17])[CH2:13]3)[CH:10]=2)[CH:5]=[N:4][CH:3]=1.[CH3:18][N:19]1[CH:23]=[C:22]([C:24]2[CH:29]=[CH:28][C:27](B3OC(C)(C)C(C)(C)O3)=[CH:26][CH:25]=2)[CH:21]=[N:20]1.C(=O)([O-])[O-].[Na+].[Na+].O, predict the reaction product. The product is: [CH3:18][N:19]1[CH:23]=[C:22]([C:24]2[CH:25]=[CH:26][C:27]([C:2]3[C:11]4[C:6](=[CH:7][CH:8]=[C:9]([N:12]5[CH2:16][CH2:15][CH:14]([OH:17])[CH2:13]5)[CH:10]=4)[CH:5]=[N:4][CH:3]=3)=[CH:28][CH:29]=2)[CH:21]=[N:20]1.